From a dataset of Full USPTO retrosynthesis dataset with 1.9M reactions from patents (1976-2016). Predict the reactants needed to synthesize the given product. (1) The reactants are: [NH2:1][C:2]1[N:3]=[C:4]([Cl:27])[C:5]2[C:10]([C:11]#[C:12][CH2:13][CH2:14][OH:15])=[CH:9][N:8]([CH2:16][C:17]3[C:22]([CH3:23])=[C:21]([O:24][CH3:25])[C:20]([CH3:26])=[CH:19][N:18]=3)[C:6]=2[N:7]=1.C([NH:35][C@H:36]([C:38](O)=[O:39])[CH3:37])(OC(C)(C)C)=O.CCN=C=NCCCN(C)C.C(O)(C(F)(F)F)=O. Given the product [NH2:35][C@@H:36]([CH3:37])[C:38]([O:15][CH2:14][CH2:13][C:12]#[C:11][C:10]1[C:5]2[C:4]([Cl:27])=[N:3][C:2]([NH2:1])=[N:7][C:6]=2[N:8]([CH2:16][C:17]2[C:22]([CH3:23])=[C:21]([O:24][CH3:25])[C:20]([CH3:26])=[CH:19][N:18]=2)[CH:9]=1)=[O:39], predict the reactants needed to synthesize it. (2) Given the product [Cl:13][C:5]1[CH:6]=[C:7]([N+:10]([O-:12])=[O:11])[CH:8]=[CH:9][C:4]=1[CH2:3][CH2:2][NH:21][CH2:20][CH:14]1[CH2:19][CH2:18][CH2:17][CH2:16][CH2:15]1, predict the reactants needed to synthesize it. The reactants are: Br[CH2:2][CH2:3][C:4]1[CH:9]=[CH:8][C:7]([N+:10]([O-:12])=[O:11])=[CH:6][C:5]=1[Cl:13].[CH:14]1([CH2:20][NH2:21])[CH2:19][CH2:18][CH2:17][CH2:16][CH2:15]1.O.